Dataset: Ames mutagenicity test results for genotoxicity prediction. Task: Regression/Classification. Given a drug SMILES string, predict its toxicity properties. Task type varies by dataset: regression for continuous values (e.g., LD50, hERG inhibition percentage) or binary classification for toxic/non-toxic outcomes (e.g., AMES mutagenicity, cardiotoxicity, hepatotoxicity). Dataset: ames. (1) The molecule is O=[N+]([O-])c1ccc2ccc3c4ccccc4nc4ccc1c2c43. The result is 1 (mutagenic). (2) The drug is Nc1nc2c(Cl)cccc2s1. The result is 0 (non-mutagenic).